This data is from Full USPTO retrosynthesis dataset with 1.9M reactions from patents (1976-2016). The task is: Predict the reactants needed to synthesize the given product. Given the product [CH2:1]([N:6]1[C:10]2[CH:11]=[CH:12][CH:13]=[CH:14][C:9]=2[N:8]=[C:7]1[CH2:15][N:16]1[C:17]2[CH:31]=[CH:30][CH:29]=[CH:28][C:18]=2[C:19](=[O:20])[NH:21][C:22]2([CH2:23][CH2:24]2)[C:25]1=[O:27])[CH2:2][CH:3]([CH3:5])[CH3:4], predict the reactants needed to synthesize it. The reactants are: [CH2:1]([N:6]1[C:10]2[CH:11]=[CH:12][CH:13]=[CH:14][C:9]=2[N:8]=[C:7]1[CH2:15][NH:16][C:17]1[CH:31]=[CH:30][CH:29]=[CH:28][C:18]=1[C:19]([NH:21][C:22]1([C:25]([OH:27])=O)[CH2:24][CH2:23]1)=[O:20])[CH2:2][CH:3]([CH3:5])[CH3:4].CN(C(ON1N=NC2C=CC=CC1=2)=[N+](C)C)C.[B-](F)(F)(F)F.CCN(C(C)C)C(C)C.